From a dataset of Reaction yield outcomes from USPTO patents with 853,638 reactions. Predict the reaction yield, written as a fraction of the theoretical maximum amount of product (1.0 means a 100% yield; for example, 0.34 means a 34% yield). (1) The product is [Cl:12][C:10]1[C:7]([C:8]#[N:9])=[C:6]([N:13]2[CH2:16][CH:15]([O:17][CH3:18])[CH2:14]2)[C:5]([O:19][CH2:20][CH3:21])=[C:4]([CH:1]([OH:3])[CH3:2])[CH:11]=1. The catalyst is CO. The reactants are [C:1]([C:4]1[CH:11]=[C:10]([Cl:12])[C:7]([C:8]#[N:9])=[C:6]([N:13]2[CH2:16][CH:15]([O:17][CH3:18])[CH2:14]2)[C:5]=1[O:19][CH2:20][CH3:21])(=[O:3])[CH3:2].[BH4-].[Na+]. The yield is 1.00. (2) The catalyst is CN(C=O)C.O. The product is [ClH:3].[NH2:5][C:6]1[N:11]=[CH:10][C:9](/[CH:12]=[CH:13]/[C:14]([N:38]([CH2:37][C:29]2[O:30][C:31]3[CH:36]=[CH:35][CH:34]=[CH:33][C:32]=3[C:28]=2[Cl:27])[CH3:39])=[O:16])=[CH:8][CH:7]=1. The reactants are C(Cl)C[Cl:3].[NH2:5][C:6]1[N:11]=[CH:10][C:9]([CH:12]=[CH:13][C:14]([OH:16])=O)=[CH:8][CH:7]=1.C1C=CC2N(O)N=NC=2C=1.[Cl:27][C:28]1[C:32]2[CH:33]=[CH:34][CH:35]=[CH:36][C:31]=2[O:30][C:29]=1[CH2:37][NH:38][CH3:39].C(N(C(C)C)C(C)C)C. The yield is 0.890. (3) The reactants are [CH3:1][C:2]1[CH:11]=[C:10]([N:12]2[CH2:16][CH2:15][CH2:14][CH2:13]2)[C:9]2[C:4](=[CH:5][C:6]([CH2:18][OH:19])=[C:7]([CH3:17])[CH:8]=2)[N:3]=1. The catalyst is ClCCl.[O-2].[O-2].[Mn+4]. The product is [CH3:1][C:2]1[CH:11]=[C:10]([N:12]2[CH2:13][CH2:14][CH2:15][CH2:16]2)[C:9]2[C:4](=[CH:5][C:6]([CH:18]=[O:19])=[C:7]([CH3:17])[CH:8]=2)[N:3]=1. The yield is 0.820. (4) The product is [N+:1]([C:4]1[CH:5]=[C:6]([S:10]([CH3:13])(=[N:12][C:18](=[O:19])[NH:17][CH:14]([CH3:16])[CH3:15])=[O:11])[CH:7]=[CH:8][CH:9]=1)([O-:3])=[O:2]. The catalyst is C1(C)C=CC=CC=1. The reactants are [N+:1]([C:4]1[CH:5]=[C:6]([S:10]([CH3:13])(=[NH:12])=[O:11])[CH:7]=[CH:8][CH:9]=1)([O-:3])=[O:2].[CH:14]([N:17]=[C:18]=[O:19])([CH3:16])[CH3:15]. The yield is 0.780.